This data is from NCI-60 drug combinations with 297,098 pairs across 59 cell lines. The task is: Regression. Given two drug SMILES strings and cell line genomic features, predict the synergy score measuring deviation from expected non-interaction effect. (1) Drug 1: C1=CC(=C2C(=C1NCCNCCO)C(=O)C3=C(C=CC(=C3C2=O)O)O)NCCNCCO. Drug 2: CC1OCC2C(O1)C(C(C(O2)OC3C4COC(=O)C4C(C5=CC6=C(C=C35)OCO6)C7=CC(=C(C(=C7)OC)O)OC)O)O. Cell line: CAKI-1. Synergy scores: CSS=64.4, Synergy_ZIP=-3.23, Synergy_Bliss=-2.90, Synergy_Loewe=2.43, Synergy_HSA=5.41. (2) Drug 1: COC1=CC(=CC(=C1O)OC)C2C3C(COC3=O)C(C4=CC5=C(C=C24)OCO5)OC6C(C(C7C(O6)COC(O7)C8=CC=CS8)O)O. Drug 2: C1=NC2=C(N=C(N=C2N1C3C(C(C(O3)CO)O)F)Cl)N. Cell line: M14. Synergy scores: CSS=42.5, Synergy_ZIP=-2.16, Synergy_Bliss=-1.88, Synergy_Loewe=-7.17, Synergy_HSA=-0.183. (3) Drug 1: C(CC(=O)O)C(=O)CN.Cl. Drug 2: C1C(C(OC1N2C=NC3=C2NC=NCC3O)CO)O. Cell line: HL-60(TB). Synergy scores: CSS=-8.14, Synergy_ZIP=4.63, Synergy_Bliss=1.29, Synergy_Loewe=-6.99, Synergy_HSA=-7.88. (4) Drug 1: C1=CC=C(C=C1)NC(=O)CCCCCCC(=O)NO. Drug 2: CCC1(CC2CC(C3=C(CCN(C2)C1)C4=CC=CC=C4N3)(C5=C(C=C6C(=C5)C78CCN9C7C(C=CC9)(C(C(C8N6C)(C(=O)OC)O)OC(=O)C)CC)OC)C(=O)OC)O.OS(=O)(=O)O. Cell line: NCI-H322M. Synergy scores: CSS=1.90, Synergy_ZIP=-1.05, Synergy_Bliss=-0.747, Synergy_Loewe=0.720, Synergy_HSA=-0.321.